From a dataset of Full USPTO retrosynthesis dataset with 1.9M reactions from patents (1976-2016). Predict the reactants needed to synthesize the given product. Given the product [CH3:1][O:2][C:3]1[CH:4]=[C:5]2[C:10](=[CH:11][C:12]=1[O:13][CH3:14])[C:9]([CH3:15])=[N:8][C:7]([OH:16])=[C:6]2[CH2:32][C:23]1[CH:24]=[N:25][C:26]2[C:31]([CH:22]=1)=[CH:30][CH:29]=[CH:28][CH:27]=2, predict the reactants needed to synthesize it. The reactants are: [CH3:1][O:2][C:3]1[CH:4]=[C:5]2[C:10](=[CH:11][C:12]=1[O:13][CH3:14])[C:9]([CH3:15])=[N:8][C:7]([OH:16])=[CH:6]2.[OH-].[K+].Cl.ClC[C:22]1[C:31]2[C:26](=[CH:27][CH:28]=[CH:29][CH:30]=2)[N:25]=[CH:24][CH:23]=1.[C:32]1(C)C=CC=CC=1.